Dataset: Catalyst prediction with 721,799 reactions and 888 catalyst types from USPTO. Task: Predict which catalyst facilitates the given reaction. (1) Reactant: C([O:3][C:4]([CH:6]1[CH2:11][CH2:10][N:9]([C:12]2[CH:17]=[CH:16][C:15]([F:18])=[CH:14][N:13]=2)[CH2:8][CH2:7]1)=[O:5])C.O[Li].O.C(O)(=O)C.C(OCC)(=O)C. Product: [F:18][C:15]1[CH:16]=[CH:17][C:12]([N:9]2[CH2:10][CH2:11][CH:6]([C:4]([OH:5])=[O:3])[CH2:7][CH2:8]2)=[N:13][CH:14]=1. The catalyst class is: 278. (2) Reactant: COC1C=CC(P2(SP(C3C=CC(OC)=CC=3)(=S)S2)=[S:10])=CC=1.[CH2:23]([O:25][CH2:26][CH2:27][CH2:28][O:29][C:30]1[CH:35]=[CH:34][NH:33][C:32](=O)[C:31]=1[CH3:37])[CH3:24]. Product: [CH2:23]([O:25][CH2:26][CH2:27][CH2:28][O:29][C:30]1[CH:35]=[CH:34][NH:33][C:32](=[S:10])[C:31]=1[CH3:37])[CH3:24]. The catalyst class is: 11. (3) Reactant: [C:1]([NH:4][C:5]([CH2:16][CH2:17][C:18]1[CH:23]=[CH:22][C:21]([S:24][C:25]2[CH:30]=[CH:29][C:28]([C:31](=[O:34])[CH2:32]Cl)=[CH:27][CH:26]=2)=[CH:20][CH:19]=1)([C:11]([O:13][CH2:14][CH3:15])=[O:12])[C:6]([O:8][CH2:9][CH3:10])=[O:7])(=[O:3])[CH3:2].[C:35]([OH:39])(=[O:38])[CH2:36][CH3:37].CCN(CC)CC. Product: [C:1]([NH:4][C:5]([CH2:16][CH2:17][C:18]1[CH:23]=[CH:22][C:21]([S:24][C:25]2[CH:30]=[CH:29][C:28]([C:31](=[O:34])[CH2:32][O:39][C:35](=[O:38])[CH2:36][CH3:37])=[CH:27][CH:26]=2)=[CH:20][CH:19]=1)([C:11]([O:13][CH2:14][CH3:15])=[O:12])[C:6]([O:8][CH2:9][CH3:10])=[O:7])(=[O:3])[CH3:2]. The catalyst class is: 23. (4) Reactant: [OH:1][CH2:2][CH2:3][O:4][C:5]1[CH:39]=[CH:38][C:8]([O:9][CH2:10][CH2:11][CH2:12][CH:13]2[C:22]3[C:17](=[CH:18][C:19]([O:23][CH2:24][O:25][CH3:26])=[CH:20][CH:21]=3)[S:16][CH2:15][C:14]2([C:28]2[CH:33]=[CH:32][C:31]([O:34][CH2:35][O:36][CH3:37])=[CH:30][CH:29]=2)[CH3:27])=[CH:7][CH:6]=1.C(N(CC)CC)C.[CH3:47][S:48](Cl)(=[O:50])=[O:49].[Cl-].[NH4+]. Product: [CH3:47][S:48]([O:1][CH2:2][CH2:3][O:4][C:5]1[CH:39]=[CH:38][C:8]([O:9][CH2:10][CH2:11][CH2:12][CH:13]2[C:22]3[C:17](=[CH:18][C:19]([O:23][CH2:24][O:25][CH3:26])=[CH:20][CH:21]=3)[S:16][CH2:15][C:14]2([C:28]2[CH:33]=[CH:32][C:31]([O:34][CH2:35][O:36][CH3:37])=[CH:30][CH:29]=2)[CH3:27])=[CH:7][CH:6]=1)(=[O:50])=[O:49]. The catalyst class is: 2. (5) Reactant: Cl.[Cl:2][C:3]1[C:4]([NH:16][NH2:17])=[N:5][CH:6]=[C:7]([CH:15]=1)[C:8]([O:10][C:11]([CH3:14])([CH3:13])[CH3:12])=[O:9].CO[C:20]([C:22]1[CH:27]=[CH:26][CH:25]=[CH:24][N:23]=1)=N. Product: [Cl:2][C:3]1[C:4]2[N:5]([C:20]([C:22]3[CH:27]=[CH:26][CH:25]=[CH:24][N:23]=3)=[N:17][N:16]=2)[CH:6]=[C:7]([C:8]([O:10][C:11]([CH3:13])([CH3:14])[CH3:12])=[O:9])[CH:15]=1. The catalyst class is: 5. (6) Reactant: [C:1]([C:5]1[CH:19]=[CH:18][C:8]([O:9]CC(OC(C)(C)C)=O)=[CH:7][C:6]=1[F:20])([CH3:4])([CH3:3])[CH3:2].FC(F)(F)C(O)=O.O1CCCC1. Product: [C:1]([C:5]1[CH:19]=[CH:18][C:8]([OH:9])=[CH:7][C:6]=1[F:20])([CH3:4])([CH3:2])[CH3:3]. The catalyst class is: 2. (7) Reactant: [C:1]([N:6]1[CH2:11][CH:10]=[C:9]([C:12]2[CH:17]=[CH:16][C:15]([NH:18][C:19]([N:21]3[CH2:29][C:28]4[CH:27]=[CH:26][N:25]=[CH:24][C:23]=4[CH2:22]3)=[O:20])=[CH:14][CH:13]=2)[CH2:8][CH2:7]1)(=[O:5])[CH:2]([CH3:4])[CH3:3]. Product: [C:1]([N:6]1[CH2:11][CH2:10][CH:9]([C:12]2[CH:13]=[CH:14][C:15]([NH:18][C:19]([N:21]3[CH2:29][C:28]4[CH:27]=[CH:26][N:25]=[CH:24][C:23]=4[CH2:22]3)=[O:20])=[CH:16][CH:17]=2)[CH2:8][CH2:7]1)(=[O:5])[CH:2]([CH3:4])[CH3:3]. The catalyst class is: 43. (8) Reactant: [F:1][C:2]([F:23])([F:22])[O:3][C:4]1[CH:9]=[CH:8][C:7]([C:10]2[N:11]=[C:12]([CH:15]([C:17]3([NH2:21])[CH2:20][O:19][CH2:18]3)[CH3:16])[NH:13][CH:14]=2)=[CH:6][CH:5]=1. Product: [F:23][C:2]([F:1])([F:22])[O:3][C:4]1[CH:9]=[CH:8][C:7]([C:10]2[N:11]=[C:12]([C@@H:15]([C:17]3([NH2:21])[CH2:18][O:19][CH2:20]3)[CH3:16])[NH:13][CH:14]=2)=[CH:6][CH:5]=1. The catalyst class is: 8. (9) Reactant: [C:1]1([CH:7]2[CH2:14][CH:10]3[CH2:11][NH:12][CH2:13][CH:9]3[CH2:8]2)[CH:6]=[CH:5][CH:4]=[CH:3][CH:2]=1.C(N)C.[N:18]([C:21]1[CH:26]=[CH:25][C:24]([O:27][CH3:28])=[CH:23][CH:22]=1)=[C:19]=[O:20]. Product: [CH3:28][O:27][C:24]1[CH:25]=[CH:26][C:21]([NH:18][C:19]([N:12]2[CH2:13][CH:9]3[CH2:8][CH:7]([C:1]4[CH:2]=[CH:3][CH:4]=[CH:5][CH:6]=4)[CH2:14][CH:10]3[CH2:11]2)=[O:20])=[CH:22][CH:23]=1. The catalyst class is: 46.